This data is from Catalyst prediction with 721,799 reactions and 888 catalyst types from USPTO. The task is: Predict which catalyst facilitates the given reaction. (1) Product: [Cl:1][C:2]1[CH:11]=[C:10]2[C:5]([C:6]([N:17]3[CH2:22][CH2:21][N:20]([C:23]([NH:25][C:26]4[CH:31]=[CH:30][C:29]([F:32])=[CH:28][CH:27]=4)=[O:24])[CH2:19][CH2:18]3)=[CH:7][C:8]([C:12]([OH:14])=[O:13])=[N:9]2)=[CH:4][CH:3]=1. The catalyst class is: 20. Reactant: [Cl:1][C:2]1[CH:11]=[C:10]2[C:5]([C:6]([N:17]3[CH2:22][CH2:21][N:20]([C:23]([NH:25][C:26]4[CH:31]=[CH:30][C:29]([F:32])=[CH:28][CH:27]=4)=[O:24])[CH2:19][CH2:18]3)=[CH:7][C:8]([C:12]([O:14]CC)=[O:13])=[N:9]2)=[CH:4][CH:3]=1.[Li+].[OH-]. (2) Reactant: [F:1][C:2]1[CH:3]=[C:4]([SH:13])[CH:5]=[C:6]2[C:11]=1[N:10]=[C:9]([CH3:12])[CH:8]=[CH:7]2.[Cl:14][C:15]1[N:20]=[C:19](S(C)(=O)=O)[N:18]=[C:17]([NH:25][C:26]2[NH:30][N:29]=[C:28]([CH3:31])[CH:27]=2)[CH:16]=1. Product: [Cl:14][C:15]1[N:20]=[C:19]([S:13][C:4]2[CH:5]=[C:6]3[C:11](=[C:2]([F:1])[CH:3]=2)[N:10]=[C:9]([CH3:12])[CH:8]=[CH:7]3)[N:18]=[C:17]([NH:25][C:26]2[NH:30][N:29]=[C:28]([CH3:31])[CH:27]=2)[CH:16]=1. The catalyst class is: 218.